This data is from Full USPTO retrosynthesis dataset with 1.9M reactions from patents (1976-2016). The task is: Predict the reactants needed to synthesize the given product. Given the product [F:1][C:2]1[CH:3]=[CH:4][C:5]([N:8]2[C:16]3[C:11](=[CH:12][C:13]([O:17][C@H:18]([C:22]4[CH:27]=[CH:26][CH:25]=[C:24]([O:28][CH3:29])[CH:23]=4)[C@@H:19]([NH:21][C:35]([C:31]4[O:30][CH:34]=[CH:33][CH:32]=4)=[O:36])[CH3:20])=[CH:14][CH:15]=3)[CH:10]=[N:9]2)=[CH:6][CH:7]=1, predict the reactants needed to synthesize it. The reactants are: [F:1][C:2]1[CH:7]=[CH:6][C:5]([N:8]2[C:16]3[C:11](=[CH:12][C:13]([O:17][C@H:18]([C:22]4[CH:27]=[CH:26][CH:25]=[C:24]([O:28][CH3:29])[CH:23]=4)[C@@H:19]([NH2:21])[CH3:20])=[CH:14][CH:15]=3)[CH:10]=[N:9]2)=[CH:4][CH:3]=1.[O:30]1[CH:34]=[CH:33][CH:32]=[C:31]1[C:35](O)=[O:36].